Dataset: Catalyst prediction with 721,799 reactions and 888 catalyst types from USPTO. Task: Predict which catalyst facilitates the given reaction. (1) Reactant: [CH2:1]([O:8][C:9]1[C:10]([C:20]([OH:22])=[O:21])=[C:11]([CH3:19])[C:12]([O:15][CH:16]([CH3:18])[CH3:17])=[N:13][CH:14]=1)[C:2]1[CH:7]=[CH:6][CH:5]=[CH:4][CH:3]=1.[Si](C=[N+]=[N-])(C)(C)[CH3:24]. Product: [CH2:1]([O:8][C:9]1[C:10]([C:20]([O:22][CH3:24])=[O:21])=[C:11]([CH3:19])[C:12]([O:15][CH:16]([CH3:18])[CH3:17])=[N:13][CH:14]=1)[C:2]1[CH:3]=[CH:4][CH:5]=[CH:6][CH:7]=1. The catalyst class is: 61. (2) Reactant: O.C[Si]([Cl:6])(C)C.[CH3:7][N:8]([CH2:10][CH:11]1[CH2:19][CH2:18][CH:17]2[CH:13]([CH2:14][CH2:15][CH2:16]2)[C:12]1([C:21]1[CH:26]=[CH:25][CH:24]=[C:23]([OH:27])[CH:22]=1)[OH:20])[CH3:9]. Product: [ClH:6].[CH3:9][N:8]([CH2:10][CH:11]1[CH2:19][CH2:18][CH:17]2[CH:13]([CH2:14][CH2:15][CH2:16]2)[C:12]1([C:21]1[CH:26]=[CH:25][CH:24]=[C:23]([OH:27])[CH:22]=1)[OH:20])[CH3:7]. The catalyst class is: 131. (3) Reactant: NC1C=CC=C(F)N=1.[F:9][C:10]1[N:15]=[C:14]([N:16]2[C:20]([N:21]3[CH2:26][CH2:25][N:24]([C:27]([O:29][C:30]([CH3:33])([CH3:32])[CH3:31])=[O:28])[CH2:23][CH2:22]3)=[N:19][N:18]=[N:17]2)[CH:13]=[CH:12][CH:11]=1.[N:34]([C:37]1[N:42]=[C:41]([N:43]2[C:47]([N:48]3[CH2:53][CH2:52][N:51]([C:54]([O:56][C:57]([CH3:60])([CH3:59])[CH3:58])=[O:55])[CH2:50][CH2:49]3)=[N:46][N:45]=[N:44]2)[CH:40]=[CH:39][CH:38]=1)=[N+]=[N-].[BH4-].[Na+]. Product: [F:9][C:10]1[N:15]=[C:14]([N:16]2[C:20]([N:21]3[CH2:26][CH2:25][N:24]([C:27]([O:29][C:30]([CH3:33])([CH3:32])[CH3:31])=[O:28])[CH2:23][CH2:22]3)=[N:19][N:18]=[N:17]2)[CH:13]=[CH:12][CH:11]=1.[NH2:34][C:37]1[N:42]=[C:41]([N:43]2[C:47]([N:48]3[CH2:53][CH2:52][N:51]([C:54]([O:56][C:57]([CH3:60])([CH3:59])[CH3:58])=[O:55])[CH2:50][CH2:49]3)=[N:46][N:45]=[N:44]2)[CH:40]=[CH:39][CH:38]=1. The catalyst class is: 24. (4) Reactant: [CH3:1][O:2][C:3]1[CH:4]=[C:5]([CH:17]=[CH:18][C:19]=1[O:20][CH3:21])[C:6]([CH:8]1[CH:13]([C:14](O)=[O:15])[CH2:12][CH:11]=[CH:10][CH2:9]1)=O.O.[NH2:23][NH2:24]. Product: [CH3:1][O:2][C:3]1[CH:4]=[C:5]([C:6]2[CH:8]3[CH:13]([CH2:12][CH:11]=[CH:10][CH2:9]3)[C:14](=[O:15])[NH:24][N:23]=2)[CH:17]=[CH:18][C:19]=1[O:20][CH3:21]. The catalyst class is: 14. (5) Reactant: [F:1][C:2]1[CH:3]=[C:4]([C@H:13]([NH:21][C:22]([C:24]2[CH:25]=[CH:26][C:27]([N+:38]([O-])=[O:39])=[C:28]([N:30]([CH3:37])[C:31](=[O:36])[C:32]([O:34]C)=O)[CH:29]=2)=[O:23])[C:14]2[C:19]([F:20])=[CH:18][CH:17]=[CH:16][N:15]=2)[CH:5]=[CH:6][C:7]=1[O:8][C:9]([F:12])([F:11])[F:10].P([O-])([O-])([O-])=O.[K+].[K+].[K+]. Product: [F:1][C:2]1[CH:3]=[C:4]([C@@H:13]([C:14]2[C:19]([F:20])=[CH:18][CH:17]=[CH:16][N:15]=2)[NH:21][C:22]([C:24]2[CH:29]=[C:28]3[C:27](=[CH:26][CH:25]=2)[N:38]([OH:39])[C:32](=[O:34])[C:31](=[O:36])[N:30]3[CH3:37])=[O:23])[CH:5]=[CH:6][C:7]=1[O:8][C:9]([F:10])([F:12])[F:11]. The catalyst class is: 5.